This data is from Full USPTO retrosynthesis dataset with 1.9M reactions from patents (1976-2016). The task is: Predict the reactants needed to synthesize the given product. (1) Given the product [CH3:51][C:42]1[N:41]([C@@H:38]2[CH2:39][CH2:40][C@H:36]([NH2:35])[CH2:37]2)[C:45]2[CH:46]=[CH:47][C:48]([CH3:50])=[CH:49][C:44]=2[N:43]=1, predict the reactants needed to synthesize it. The reactants are: C(OC(=O)N[C@H]1CC[C@H](O)C1)(C)(C)C.C(OC(=O)N[C@H]1CC[C@@H](N)C1)(C)(C)C.C(OC(=O)[NH:35][C@H:36]1[CH2:40][CH2:39][C@@H:38]([N:41]2[C:45]3[CH:46]=[CH:47][C:48]([CH3:50])=[CH:49][C:44]=3[N:43]=[C:42]2[CH3:51])[CH2:37]1)(C)(C)C.CC1N([C@H]2CC[C@H](N)C2)C2C=CC(C)=CC=2N=1. (2) Given the product [Cl:24][C:9]1[C:10]2[C:5](=[C:4]([CH3:21])[C:3]([O:2][CH3:1])=[CH:12][CH:11]=2)[CH:6]=[C:7]([NH:14][C:15]2[CH:19]=[C:18]([CH3:20])[NH:17][N:16]=2)[N:8]=1, predict the reactants needed to synthesize it. The reactants are: [CH3:1][O:2][C:3]1[C:4]([CH3:21])=[C:5]2[C:10](=[CH:11][CH:12]=1)[C:9](=O)[NH:8][C:7]([NH:14][C:15]1[CH:19]=[C:18]([CH3:20])[NH:17][N:16]=1)=[CH:6]2.O=P(Cl)(Cl)[Cl:24]. (3) Given the product [C:34]([C:5]1[C:6]([CH2:7][C:8]2[CH:13]=[CH:12][CH:11]=[CH:10][C:9]=2[S:14]([N:17]2[CH2:21][CH2:20][CH2:19][CH2:18]2)(=[O:15])=[O:16])=[C:2]([CH3:1])[N:3]([CH2:23][C:24]([O:26][CH2:27][CH3:28])=[O:25])[C:4]=1[CH3:22])(=[O:41])[C:35]1[CH:40]=[CH:39][CH:38]=[CH:37][CH:36]=1, predict the reactants needed to synthesize it. The reactants are: [CH3:1][C:2]1[N:3]([CH2:23][C:24]([O:26][CH2:27][CH3:28])=[O:25])[C:4]([CH3:22])=[CH:5][C:6]=1[CH2:7][C:8]1[CH:13]=[CH:12][CH:11]=[CH:10][C:9]=1[S:14]([N:17]1[CH2:21][CH2:20][CH2:19][CH2:18]1)(=[O:16])=[O:15].[Cl-].[Cl-].C([Al+2])C.[C:34](Cl)(=[O:41])[C:35]1[CH:40]=[CH:39][CH:38]=[CH:37][CH:36]=1. (4) Given the product [CH2:7]([C:9]1[CH:14]=[CH:13][C:12]([C@@H:15]2[CH2:17][C@H:16]2[C:18]([O:20][CH2:21][CH3:22])=[O:19])=[CH:11][C:10]=1[B:24]1[O:28][C:27]([CH3:30])([CH3:29])[C:26]([CH3:32])([CH3:31])[O:25]1)[CH3:8], predict the reactants needed to synthesize it. The reactants are: O1CCOCC1.[CH2:7]([C:9]1[CH:14]=[CH:13][C:12]([C@@H:15]2[CH2:17][C@H:16]2[C:18]([O:20][CH2:21][CH3:22])=[O:19])=[CH:11][C:10]=1I)[CH3:8].[B:24]1([B:24]2[O:28][C:27]([CH3:30])([CH3:29])[C:26]([CH3:32])([CH3:31])[O:25]2)[O:28][C:27]([CH3:30])([CH3:29])[C:26]([CH3:32])([CH3:31])[O:25]1.C([O-])(=O)C.[K+].